Dataset: Reaction yield outcomes from USPTO patents with 853,638 reactions. Task: Predict the reaction yield, written as a fraction of the theoretical maximum amount of product (1.0 means a 100% yield; for example, 0.34 means a 34% yield). (1) The yield is 0.260. The catalyst is CO. The product is [Br:10][C:11]1[CH:12]=[C:13]([S:18]([NH:1][C:2]2[CH:3]=[N:4][CH:5]=[C:6]([Cl:9])[C:7]=2[OH:8])(=[O:20])=[O:19])[CH:14]=[N:15][C:16]=1[Cl:17]. The reactants are [NH2:1][C:2]1[CH:3]=[N:4][CH:5]=[C:6]([Cl:9])[C:7]=1[OH:8].[Br:10][C:11]1[CH:12]=[C:13]([S:18](Cl)(=[O:20])=[O:19])[CH:14]=[N:15][C:16]=1[Cl:17]. (2) The reactants are [Li+].[C:2]([C:6]1[CH:11]=[CH:10][C:9]([S:12]([O-:14])=[O:13])=[CH:8][CH:7]=1)([CH3:5])([CH3:4])[CH3:3].Br[CH:16]([CH2:20]Br)[C:17]([NH2:19])=[O:18]. The catalyst is CN(C=O)C.O. The product is [C:2]([C:6]1[CH:11]=[CH:10][C:9]([S:12](/[CH:20]=[CH:16]/[C:17]([NH2:19])=[O:18])(=[O:14])=[O:13])=[CH:8][CH:7]=1)([CH3:5])([CH3:3])[CH3:4]. The yield is 0.0800. (3) The reactants are Br.Br.[F:3][C:4]1[CH:5]=[C:6]([NH:33][C:34]([NH:36][C:37](=[O:45])[CH2:38][C:39]2[CH:44]=[CH:43][CH:42]=[CH:41][CH:40]=2)=[S:35])[CH:7]=[CH:8][C:9]=1[O:10][C:11]1[C:20]2[C:15](=[CH:16][C:17]([O:23][CH2:24][CH:25]3[CH2:32][CH:28]4[CH2:29][NH:30][CH2:31][CH:27]4[CH2:26]3)=[C:18]([O:21][CH3:22])[CH:19]=2)[N:14]=[CH:13][N:12]=1.C=O.[C:48]([O-])(O)=O.[Na+]. The catalyst is C(C#N)(C)=O.O.CC(O)=O. The product is [F:3][C:4]1[CH:5]=[C:6]([NH:33][C:34]([NH:36][C:37](=[O:45])[CH2:38][C:39]2[CH:40]=[CH:41][CH:42]=[CH:43][CH:44]=2)=[S:35])[CH:7]=[CH:8][C:9]=1[O:10][C:11]1[C:20]2[C:15](=[CH:16][C:17]([O:23][CH2:24][CH:25]3[CH2:32][CH:28]4[CH2:29][N:30]([CH3:48])[CH2:31][CH:27]4[CH2:26]3)=[C:18]([O:21][CH3:22])[CH:19]=2)[N:14]=[CH:13][N:12]=1. The yield is 0.400.